This data is from Cav3 T-type calcium channel HTS with 100,875 compounds. The task is: Binary Classification. Given a drug SMILES string, predict its activity (active/inactive) in a high-throughput screening assay against a specified biological target. The compound is O=C(c1n2c(nc1C)cccc2)c1ccccc1. The result is 0 (inactive).